This data is from Forward reaction prediction with 1.9M reactions from USPTO patents (1976-2016). The task is: Predict the product of the given reaction. (1) Given the reactants [CH3:1][O:2][C:3]1[CH:8]=[CH:7][C:6]([C:9]2[S:13][C:12]3[CH:14]=[C:15]([O:18][CH3:19])[CH:16]=[CH:17][C:11]=3[CH:10]=2)=[CH:5][CH:4]=1.[CH3:20][O:21][C:22]1[CH:30]=[CH:29][CH:28]=[C:27]([O:31][CH3:32])[C:23]=1[C:24](Cl)=[O:25].[Al+3].[Cl-].[Cl-].[Cl-].O, predict the reaction product. The product is: [CH3:32][O:31][C:27]1[CH:28]=[CH:29][CH:30]=[C:22]([O:21][CH3:20])[C:23]=1[C:24]([C:10]1[C:11]2[CH:17]=[CH:16][C:15]([O:18][CH3:19])=[CH:14][C:12]=2[S:13][C:9]=1[C:6]1[CH:7]=[CH:8][C:3]([O:2][CH3:1])=[CH:4][CH:5]=1)=[O:25]. (2) Given the reactants S(=O)(=O)(O)O.[CH2:6]([N:13]1[CH2:17][C@@H:16]2[C:18](=[CH2:21])[CH2:19][CH2:20][C@@H:15]2[CH2:14]1)[C:7]1[CH:12]=[CH:11][CH:10]=[CH:9][CH:8]=1.C(O)(=[O:24])C.[C:26](#[N:33])[C:27]1[CH:32]=[CH:31][CH:30]=[CH:29][CH:28]=1, predict the reaction product. The product is: [CH2:6]([N:13]1[CH2:17][C@@H:16]2[C@:18]([NH:33][C:26](=[O:24])[C:27]3[CH:32]=[CH:31][CH:30]=[CH:29][CH:28]=3)([CH3:21])[CH2:19][CH2:20][C@@H:15]2[CH2:14]1)[C:7]1[CH:8]=[CH:9][CH:10]=[CH:11][CH:12]=1. (3) The product is: [CH3:37][O:36][CH2:35][C@H:31]1[CH2:32][CH2:33][CH2:34][N:30]1[C:28]([C:26]1[CH:25]=[C:20]([CH:19]=[C:18]([C:6]2[O:13][CH:11]=[CH:12][N:8]=2)[CH:27]=1)[C:21]([OH:23])=[O:22])=[O:29]. Given the reactants C(O[C:6]([N:8]1[CH2:12][C@H:11]([OH:13])C[C@@H]1C(O)=O)=O)(C)(C)C.Br[C:18]1[CH:19]=[C:20]([CH:25]=[C:26]([C:28]([N:30]2[CH2:34][CH2:33][CH2:32][C@@H:31]2[CH2:35][O:36][CH3:37])=[O:29])[CH:27]=1)[C:21]([O:23]C)=[O:22].BrC1C=C(C=C(C(OC)=O)C=1)C(O)=O.CCN(C(C)C)C(C)C.CN(C(ON1N=NC2C=CC=NC1=2)=[N+](C)C)C.F[P-](F)(F)(F)(F)F.COC[C@H]1CCCN1, predict the reaction product.